This data is from Forward reaction prediction with 1.9M reactions from USPTO patents (1976-2016). The task is: Predict the product of the given reaction. (1) Given the reactants [Br:1][C:2]1[CH:10]=[CH:9][C:5]([C:6]([OH:8])=[O:7])=[CH:4][C:3]=1[CH3:11].S(=O)(=O)(O)O.[CH3:17][O:18][CH2:19][CH:20]([CH3:22])O, predict the reaction product. The product is: [Br:1][C:2]1[CH:10]=[CH:9][C:5]([C:6]([O:8][CH:20]([CH3:22])[CH2:19][O:18][CH3:17])=[O:7])=[CH:4][C:3]=1[CH3:11]. (2) Given the reactants [OH:1][C:2]([C:5]1[N:6]=[C:7]([CH2:13][CH2:14][CH3:15])[NH:8][C:9]=1[C:10]([OH:12])=[O:11])([CH3:4])[CH3:3].S(Cl)(Cl)=O.[CH2:20](O)[CH3:21], predict the reaction product. The product is: [OH:1][C:2]([C:5]1[N:6]=[C:7]([CH2:13][CH2:14][CH3:15])[NH:8][C:9]=1[C:10]([O:12][CH2:20][CH3:21])=[O:11])([CH3:4])[CH3:3]. (3) Given the reactants [OH:1][C:2]1[CH:10]=[CH:9][C:8]([C:11]2[N:12]([C:27]([O:29][C:30]([CH3:33])([CH3:32])[CH3:31])=[O:28])[C:13]3[C:18]([CH:19]=2)=[CH:17][C:16]([CH2:20][N:21]2[CH2:26][CH2:25][CH2:24][CH2:23][CH2:22]2)=[CH:15][CH:14]=3)=[C:7]2[C:3]=1[CH2:4][NH:5][C:6]2=[O:34].C(N(CC)CC)C.[CH3:42][C:43]1[C:47]([S:48](Cl)(=[O:50])=[O:49])=[C:46]([CH3:52])[O:45][N:44]=1, predict the reaction product. The product is: [CH3:42][C:43]1[C:47]([S:48]([O:1][C:2]2[CH:10]=[CH:9][C:8]([C:11]3[N:12]([C:27]([O:29][C:30]([CH3:31])([CH3:33])[CH3:32])=[O:28])[C:13]4[C:18]([CH:19]=3)=[CH:17][C:16]([CH2:20][N:21]3[CH2:26][CH2:25][CH2:24][CH2:23][CH2:22]3)=[CH:15][CH:14]=4)=[C:7]3[C:3]=2[CH2:4][NH:5][C:6]3=[O:34])(=[O:50])=[O:49])=[C:46]([CH3:52])[O:45][N:44]=1. (4) The product is: [CH3:24][O:6][C:5](=[O:7])[C:4]([C:14]1[CH:19]=[CH:18][CH:17]=[CH:16][CH:15]=1)([C:8]1[CH:9]=[CH:10][CH:11]=[CH:12][CH:13]=1)[CH2:3][CH2:2][Br:1]. Given the reactants [Br:1][CH2:2][CH2:3][C:4]([C:14]1[CH:19]=[CH:18][CH:17]=[CH:16][CH:15]=1)([C:8]1[CH:13]=[CH:12][CH:11]=[CH:10][CH:9]=1)[C:5]([OH:7])=[O:6].S(Cl)(Cl)=O.[CH3:24]O, predict the reaction product. (5) Given the reactants Cl[C:2]1[CH:27]=[CH:26][C:5]2[O:6][C:7]3[CH:25]=[CH:24][CH:23]=[CH:22][C:8]=3[C@@H:9]3[C@H:14]([NH:15][C:16](=[O:21])[C:17]([F:20])([F:19])[F:18])[CH2:13][CH2:12][CH2:11][N:10]3[C:4]=2[CH:3]=1, predict the reaction product. The product is: [C@H:14]1([NH:15][C:16](=[O:21])[C:17]([F:20])([F:18])[F:19])[C@@H:9]2[N:10]([C:4]3[CH:3]=[CH:2][CH:27]=[CH:26][C:5]=3[O:6][C:7]3[CH:25]=[CH:24][CH:23]=[CH:22][C:8]=32)[CH2:11][CH2:12][CH2:13]1.